This data is from Forward reaction prediction with 1.9M reactions from USPTO patents (1976-2016). The task is: Predict the product of the given reaction. (1) Given the reactants [NH2:1][C:2]1[C:10]2[C:5](=[CH:6][CH:7]=[C:8]([N+:11]([O-:13])=[O:12])[CH:9]=2)[NH:4][N:3]=1.[CH3:14][S:15](Cl)(=[O:17])=[O:16], predict the reaction product. The product is: [CH3:14][S:15]([NH:1][C:2]1[C:10]2[C:5](=[CH:6][CH:7]=[C:8]([N+:11]([O-:13])=[O:12])[CH:9]=2)[NH:4][N:3]=1)(=[O:17])=[O:16]. (2) Given the reactants [Si:1](Cl)([C:4]([CH3:7])([CH3:6])[CH3:5])([CH3:3])[CH3:2].C(N(CC)CC)C.O[C@H:17]1[CH2:34][CH2:33][C@@:32]2([CH3:35])[C:19](=[CH:20][CH2:21][C@@H:22]3[C@@H:31]2[CH2:30][CH2:29][C@@:27]2([CH3:28])[C@H:23]3[CH:24]=[CH:25][C:26]2=[O:36])[CH2:18]1.[OH2:37], predict the reaction product. The product is: [CH3:5][C:4]([Si:1]([CH3:3])([CH3:2])[O:37][CH2:28][C@:27]12[CH2:29][CH2:30][C@H:31]3[C@@H:22]([CH2:21][CH:20]=[C:19]4[C@:32]3([CH3:35])[CH2:33][CH2:34][CH2:17][CH2:18]4)[C@@H:23]1[CH:24]=[CH:25][C:26]2=[O:36])([CH3:7])[CH3:6]. (3) Given the reactants CN(C(ON1N=NC2C=CC=NC1=2)=[N+](C)C)C.F[P-](F)(F)(F)(F)F.[NH2:25][C:26]1[CH:34]=[CH:33][C:29]([C:30]([OH:32])=O)=[CH:28][C:27]=1[N+:35]([O-:37])=[O:36].C(N(CC)CC)C.[C:45]([C:49]1[CH:55]=[CH:54][C:52]([NH2:53])=[CH:51][CH:50]=1)([CH3:48])([CH3:47])[CH3:46], predict the reaction product. The product is: [NH2:25][C:26]1[CH:34]=[CH:33][C:29]([C:30]([NH:53][C:52]2[CH:54]=[CH:55][C:49]([C:45]([CH3:48])([CH3:47])[CH3:46])=[CH:50][CH:51]=2)=[O:32])=[CH:28][C:27]=1[N+:35]([O-:37])=[O:36].